From a dataset of Reaction yield outcomes from USPTO patents with 853,638 reactions. Predict the reaction yield, written as a fraction of the theoretical maximum amount of product (1.0 means a 100% yield; for example, 0.34 means a 34% yield). (1) The reactants are [CH:1]1([CH2:7][C:8]([NH:10][C:11]2[CH:16]=[CH:15][CH:14]=[C:13]([C:17]3[C:25]4[C:20](=[CH:21][CH:22]=[C:23]([C:26]5[N:30]=[CH:29][N:28](C(C6C=CC=CC=6)(C6C=CC=CC=6)C6C=CC=CC=6)[N:27]=5)[CH:24]=4)[N:19](C4CCCCO4)[N:18]=3)[CH:12]=2)=[O:9])[CH2:6][CH2:5][CH2:4][CH2:3][CH2:2]1. The catalyst is Cl.O1CCOCC1. The product is [NH:28]1[CH:29]=[N:30][C:26]([C:23]2[CH:24]=[C:25]3[C:20](=[CH:21][CH:22]=2)[NH:19][N:18]=[C:17]3[C:13]2[CH:12]=[C:11]([NH:10][C:8](=[O:9])[CH2:7][CH:1]3[CH2:2][CH2:3][CH2:4][CH2:5][CH2:6]3)[CH:16]=[CH:15][CH:14]=2)=[N:27]1. The yield is 0.340. (2) The reactants are Cl.FC1C=C(C=CC=1)CN1C=C(C2C3C(=NC=C(C4C=CC(C5CCNCC5)=CC=4)C=3)N(S(C3C=CC(C)=CC=3)(=O)=O)C=2)C=N1.[F:46][C:47]1[CH:48]=[C:49]([CH:92]=[CH:93][CH:94]=1)[CH2:50][N:51]1[CH:55]=[C:54]([C:56]2[C:64]3[C:59](=[N:60][CH:61]=[C:62]([C:65]4[CH:66]=[C:67]([CH:79]=[CH:80][CH:81]=4)[CH2:68][CH:69]4[CH2:74][CH2:73][N:72]([CH2:75][C:76]([NH2:78])=[O:77])[CH2:71][CH2:70]4)[CH:63]=3)[N:58](S(C3C=CC(C)=CC=3)(=O)=O)[CH:57]=2)[CH:53]=[N:52]1.[OH-].[Li+]. The catalyst is C1COCC1.CO.O. The product is [F:46][C:47]1[CH:48]=[C:49]([CH:92]=[CH:93][CH:94]=1)[CH2:50][N:51]1[CH:55]=[C:54]([C:56]2[C:64]3[C:59](=[N:60][CH:61]=[C:62]([C:65]4[CH:66]=[C:67]([CH:79]=[CH:80][CH:81]=4)[CH2:68][CH:69]4[CH2:74][CH2:73][N:72]([CH2:75][C:76]([NH2:78])=[O:77])[CH2:71][CH2:70]4)[CH:63]=3)[NH:58][CH:57]=2)[CH:53]=[N:52]1. The yield is 0.434. (3) The reactants are [F:1][C:2]1[CH:7]=[C:6]([N:8]2[CH2:13][CH2:12][O:11][CH2:10][CH2:9]2)[C:5]([F:14])=[CH:4][C:3]=1[N:15]1[CH:20]=[C:19]([O:21][CH3:22])[C:18](=[O:23])[C:17]([C:24](N(OC)C)=[O:25])=[N:16]1.[CH3:30][Mg+].[Br-]. The catalyst is C1COCC1. The product is [C:24]([C:17]1[C:18](=[O:23])[C:19]([O:21][CH3:22])=[CH:20][N:15]([C:3]2[CH:4]=[C:5]([F:14])[C:6]([N:8]3[CH2:13][CH2:12][O:11][CH2:10][CH2:9]3)=[CH:7][C:2]=2[F:1])[N:16]=1)(=[O:25])[CH3:30]. The yield is 0.750. (4) The reactants are Cl.[N+:2]([C:5]1[CH:12]=[CH:11][CH:10]=[C:9]([O:13][CH2:14][CH:15]2[CH2:20][CH2:19][CH2:18][CH2:17][NH:16]2)[C:6]=1[C:7]#[N:8])([O-:4])=[O:3].C(N(CC)CC)C.[CH2:28]([N:30]=[C:31]=[O:32])[CH3:29]. The catalyst is C1COCC1.O. The product is [C:7]([C:6]1[C:5]([N+:2]([O-:4])=[O:3])=[CH:12][CH:11]=[CH:10][C:9]=1[O:13][CH2:14][CH:15]1[CH2:20][CH2:19][CH2:18][CH2:17][N:16]1[C:31]([NH:30][CH2:28][CH3:29])=[O:32])#[N:8]. The yield is 0.870. (5) The reactants are [CH2:1]1[C:10]2[C:5](=[CH:6][CH:7]=[CH:8][CH:9]=2)[CH2:4][CH2:3][N:2]1[C:11]1([CH2:17][NH2:18])[CH2:16][CH2:15][O:14][CH2:13][CH2:12]1.[F:19][C:20]([F:36])([F:35])[C:21]1[O:25][N:24]=[C:23]([C:26]2[CH:27]=[C:28]([CH:32]=[CH:33][CH:34]=2)[C:29](O)=[O:30])[N:22]=1. No catalyst specified. The product is [CH2:1]1[C:10]2[C:5](=[CH:6][CH:7]=[CH:8][CH:9]=2)[CH2:4][CH2:3][N:2]1[C:11]1([CH2:17][NH:18][C:29](=[O:30])[C:28]2[CH:32]=[CH:33][CH:34]=[C:26]([C:23]3[N:22]=[C:21]([C:20]([F:36])([F:35])[F:19])[O:25][N:24]=3)[CH:27]=2)[CH2:12][CH2:13][O:14][CH2:15][CH2:16]1. The yield is 0.300. (6) The reactants are [CH3:1][O:2][C:3](=[O:12])[CH2:4][C:5]1[CH:10]=[CH:9][C:8](Br)=[CH:7][CH:6]=1.C1(P(C2CCCCC2)C2C=CC=CC=2C2C(OC)=CC=CC=2OC)CCCCC1.P([O-])([O-])([O-])=O.[K+].[K+].[K+].[CH2:50]([C:52]([C:71]1[CH:76]=[CH:75][C:74]([C:77]#[C:78][C:79]2([O:85][Si:86]([CH3:89])([CH3:88])[CH3:87])[CH2:84][CH2:83][O:82][CH2:81][CH2:80]2)=[C:73]([CH3:90])[CH:72]=1)([C:55]1[CH:60]=[CH:59][C:58](B2OC(C)(C)C(C)(C)O2)=[C:57]([CH3:70])[CH:56]=1)[CH2:53][CH3:54])[CH3:51].C(=O)(O)[O-].[Na+]. The catalyst is C1(C)C=CC=CC=1.C([O-])(=O)C.[Pd+2].C([O-])(=O)C.O. The product is [CH3:1][O:2][C:3](=[O:12])[CH2:4][C:5]1[CH:10]=[CH:9][C:8]([C:58]2[CH:59]=[CH:60][C:55]([C:52]([CH2:53][CH3:54])([C:71]3[CH:76]=[CH:75][C:74]([C:77]#[C:78][C:79]4([O:85][Si:86]([CH3:87])([CH3:89])[CH3:88])[CH2:84][CH2:83][O:82][CH2:81][CH2:80]4)=[C:73]([CH3:90])[CH:72]=3)[CH2:50][CH3:51])=[CH:56][C:57]=2[CH3:70])=[CH:7][CH:6]=1. The yield is 0.740.